This data is from NCI-60 drug combinations with 297,098 pairs across 59 cell lines. The task is: Regression. Given two drug SMILES strings and cell line genomic features, predict the synergy score measuring deviation from expected non-interaction effect. (1) Drug 1: CC1=C(C(CCC1)(C)C)C=CC(=CC=CC(=CC(=O)O)C)C. Drug 2: C(CN)CNCCSP(=O)(O)O. Cell line: MALME-3M. Synergy scores: CSS=16.2, Synergy_ZIP=-3.13, Synergy_Bliss=-1.08, Synergy_Loewe=-8.03, Synergy_HSA=0.104. (2) Drug 1: C1CCN(CC1)CCOC2=CC=C(C=C2)C(=O)C3=C(SC4=C3C=CC(=C4)O)C5=CC=C(C=C5)O. Drug 2: CCC1=C2CN3C(=CC4=C(C3=O)COC(=O)C4(CC)O)C2=NC5=C1C=C(C=C5)O. Cell line: MCF7. Synergy scores: CSS=19.0, Synergy_ZIP=-9.88, Synergy_Bliss=2.78, Synergy_Loewe=-14.4, Synergy_HSA=2.50.